The task is: Regression/Classification. Given a drug SMILES string, predict its absorption, distribution, metabolism, or excretion properties. Task type varies by dataset: regression for continuous measurements (e.g., permeability, clearance, half-life) or binary classification for categorical outcomes (e.g., BBB penetration, CYP inhibition). Dataset: cyp2c19_veith.. This data is from CYP2C19 inhibition data for predicting drug metabolism from PubChem BioAssay. (1) The compound is CS(=O)(=O)Nc1cccc(-c2nc(NCCN3CCOCC3)c3ccccc3n2)c1. The result is 0 (non-inhibitor). (2) The molecule is CC(C)OC(=O)c1cc2c(ccn2C)n1CC(=O)N1CCC(Cc2ccccc2)CC1. The result is 1 (inhibitor). (3) The molecule is O=C(Cn1cnc2ccccc2c1=O)Nc1nnc(SCc2ccccc2)s1. The result is 1 (inhibitor). (4) The molecule is COc1ccc2c3c([nH]c2c1)[C@@H]1C[C@H]2[C@H](C(=O)O)[C@@H](OC)[C@@H](O)C[C@H]2CN1CC3. The result is 0 (non-inhibitor). (5) The compound is Cc1ccccc1NC(=O)c1ccc(N/N=C/c2ccccc2O)c([N+](=O)[O-])c1. The result is 0 (non-inhibitor). (6) The drug is CCCC(=O)Nc1sc(C)c(-c2ccc(C(C)CC)cc2)c1C#N. The result is 0 (non-inhibitor).